From a dataset of Reaction yield outcomes from USPTO patents with 853,638 reactions. Predict the reaction yield, written as a fraction of the theoretical maximum amount of product (1.0 means a 100% yield; for example, 0.34 means a 34% yield). (1) The reactants are Br[C:2]1[CH:7]=[CH:6][C:5]([N+:8]([O-:10])=[O:9])=[CH:4][CH:3]=1.[C:11]1(B(O)O)[CH2:15][CH2:14][CH2:13][CH:12]=1.C([O-])([O-])=O.[Cs+].[Cs+].COCCOC. The yield is 0.830. The product is [C:11]1([C:2]2[CH:7]=[CH:6][C:5]([N+:8]([O-:10])=[O:9])=[CH:4][CH:3]=2)[CH2:15][CH2:14][CH2:13][CH:12]=1. The catalyst is C1C=CC([P]([Pd]([P](C2C=CC=CC=2)(C2C=CC=CC=2)C2C=CC=CC=2)([P](C2C=CC=CC=2)(C2C=CC=CC=2)C2C=CC=CC=2)[P](C2C=CC=CC=2)(C2C=CC=CC=2)C2C=CC=CC=2)(C2C=CC=CC=2)C2C=CC=CC=2)=CC=1.C(O)C. (2) The reactants are Br[C:2]1[CH:3]=[C:4]([C:8]([C:10]2[CH:15]=[CH:14][C:13]([C:16]([CH3:24])([CH3:23])[O:17][SiH2:18][C:19]([CH3:22])([CH3:21])[CH3:20])=[CH:12][CH:11]=2)=[O:9])[CH:5]=[N:6][CH:7]=1.O.[CH3:26][N:27](C)C=O. The catalyst is C1C=CC([P]([Pd]([P](C2C=CC=CC=2)(C2C=CC=CC=2)C2C=CC=CC=2)([P](C2C=CC=CC=2)(C2C=CC=CC=2)C2C=CC=CC=2)[P](C2C=CC=CC=2)(C2C=CC=CC=2)C2C=CC=CC=2)(C2C=CC=CC=2)C2C=CC=CC=2)=CC=1.[C-]#N.[Zn+2].[C-]#N. The product is [C:19]([SiH2:18][O:17][C:16]([CH3:24])([CH3:23])[C:13]1[CH:14]=[CH:15][C:10]([C:8]([C:4]2[CH:5]=[N:6][CH:7]=[C:2]([CH:3]=2)[C:26]#[N:27])=[O:9])=[CH:11][CH:12]=1)([CH3:22])([CH3:21])[CH3:20]. The yield is 0.630. (3) The reactants are [CH2:1]([N:8]1[CH2:13][CH2:12][N:11]([C:14]([C@@H:16]2[CH2:20][CH2:19][CH2:18][N:17]2[C:21](OC(C)(C)C)=O)=O)[CH2:10][CH2:9]1)[C:2]1[CH:7]=[CH:6][CH:5]=[CH:4][CH:3]=1.[H-].[Al+3].[Li+].[H-].[H-].[H-]. The catalyst is C1COCC1. The product is [CH2:1]([N:8]1[CH2:9][CH2:10][N:11]([CH2:14][C@@H:16]2[CH2:20][CH2:19][CH2:18][N:17]2[CH3:21])[CH2:12][CH2:13]1)[C:2]1[CH:7]=[CH:6][CH:5]=[CH:4][CH:3]=1. The yield is 0.960. (4) The reactants are [NH2:1][C:2]1[CH:6]=[CH:5][NH:4][C:3]=1[C:7]([O:9][CH2:10][CH3:11])=[O:8].[F:12][C:13]1([F:33])[O:32][C:16]2=[CH:17][C:18]3[NH:22][C:21]([S:23][C:24]4[O:28][C:27](C=O)=[CH:26][CH:25]=4)=[N:20][C:19]=3[CH:31]=[C:15]2[O:14]1.[C:34]1(=[O:41])[CH2:39][CH2:38][CH2:37][C:36](=O)[CH2:35]1.[CH2:42](O)CCC. No catalyst specified. The product is [CH2:10]([O:9][C:7]([C:3]1[NH:4][CH:5]=[C:6]2[CH:42]([C:27]3[O:28][C:24]([S:23][C:21]4[NH:20][C:19]5[CH:31]=[C:15]6[O:14][C:13]([F:12])([F:33])[O:32][C:16]6=[CH:17][C:18]=5[N:22]=4)=[CH:25][CH:26]=3)[C:39]3[C:34](=[O:41])[CH2:35][CH2:36][CH2:37][C:38]=3[NH:1][C:2]=12)=[O:8])[CH3:11]. The yield is 0.0600.